This data is from Buchwald-Hartwig C-N cross coupling reaction yields with 55,370 reactions. The task is: Predict the reaction yield, written as a fraction of the theoretical maximum amount of product (1.0 means a 100% yield; for example, 0.34 means a 34% yield). (1) The reactants are Brc1cccnc1.Cc1ccc(N)cc1.O=S(=O)(O[Pd]1c2ccccc2-c2ccccc2N~1)C(F)(F)F.COc1ccc(OC)c(P([C@]23C[C@H]4C[C@H](C[C@H](C4)C2)C3)[C@]23C[C@H]4C[C@H](C[C@H](C4)C2)C3)c1-c1c(C(C)C)cc(C(C)C)cc1C(C)C.CN(C)C(=NC(C)(C)C)N(C)C.CCOC(=O)c1cnoc1C. No catalyst specified. The product is Cc1ccc(Nc2cccnc2)cc1. The yield is 0.0747. (2) The reactants are Brc1ccccn1.Cc1ccc(N)cc1.O=S(=O)(O[Pd]1c2ccccc2-c2ccccc2N~1)C(F)(F)F.COc1ccc(OC)c(P([C@]23C[C@H]4C[C@H](C[C@H](C4)C2)C3)[C@]23C[C@H]4C[C@H](C[C@H](C4)C2)C3)c1-c1c(C(C)C)cc(C(C)C)cc1C(C)C.CCN=P(N=P(N(C)C)(N(C)C)N(C)C)(N(C)C)N(C)C.c1ccc2nocc2c1. No catalyst specified. The product is Cc1ccc(Nc2ccccn2)cc1. The yield is 0.0495.